Dataset: NCI-60 drug combinations with 297,098 pairs across 59 cell lines. Task: Regression. Given two drug SMILES strings and cell line genomic features, predict the synergy score measuring deviation from expected non-interaction effect. (1) Drug 1: CNC(=O)C1=CC=CC=C1SC2=CC3=C(C=C2)C(=NN3)C=CC4=CC=CC=N4. Drug 2: C1CC(C1)(C(=O)O)C(=O)O.[NH2-].[NH2-].[Pt+2]. Cell line: KM12. Synergy scores: CSS=21.9, Synergy_ZIP=-6.99, Synergy_Bliss=2.31, Synergy_Loewe=-1.54, Synergy_HSA=3.34. (2) Drug 1: CN(CCCl)CCCl.Cl. Drug 2: C1=NNC2=C1C(=O)NC=N2. Cell line: T-47D. Synergy scores: CSS=17.6, Synergy_ZIP=-4.94, Synergy_Bliss=2.60, Synergy_Loewe=-14.4, Synergy_HSA=1.95. (3) Drug 1: CNC(=O)C1=CC=CC=C1SC2=CC3=C(C=C2)C(=NN3)C=CC4=CC=CC=N4. Drug 2: CC1=C2C(C(=O)C3(C(CC4C(C3C(C(C2(C)C)(CC1OC(=O)C(C(C5=CC=CC=C5)NC(=O)C6=CC=CC=C6)O)O)OC(=O)C7=CC=CC=C7)(CO4)OC(=O)C)O)C)OC(=O)C. Cell line: CCRF-CEM. Synergy scores: CSS=53.7, Synergy_ZIP=16.3, Synergy_Bliss=18.3, Synergy_Loewe=-10.7, Synergy_HSA=19.2.